From a dataset of Full USPTO retrosynthesis dataset with 1.9M reactions from patents (1976-2016). Predict the reactants needed to synthesize the given product. (1) Given the product [CH2:33]([O:34][C:16]1[N:20]=[C:19]([N:21]2[CH2:25][CH2:24][CH2:23][CH2:22]2)[S:18][N:17]=1)[C:29]#[C:28][CH3:27], predict the reactants needed to synthesize it. The reactants are: ClC1SN=C(SC)N=1.N1CCCC1.CS[C:16]1[N:20]=[C:19]([N:21]2[CH2:25][CH2:24][CH2:23][CH2:22]2)[S:18][N:17]=1.Cl[C:27]1C=CC=[C:29]([C:33](OO)=[O:34])[CH:28]=1.CS(C1N=C(N2CCCC2)SN=1)=O.CS(C1N=C(N2CCCC2)SN=1)(=O)=O.C(O)C#CC.[H-].[Na+]. (2) Given the product [CH:12]([N:6]1[CH2:5][C:4]2[C:8](=[CH:9][CH:10]=[C:2]([B:18]3[O:19][C:20]([CH3:22])([CH3:21])[C:16]([CH3:32])([CH3:15])[O:17]3)[CH:3]=2)[C:7]1=[O:11])([CH3:14])[CH3:13], predict the reactants needed to synthesize it. The reactants are: Br[C:2]1[CH:3]=[C:4]2[C:8](=[CH:9][CH:10]=1)[C:7](=[O:11])[N:6]([CH:12]([CH3:14])[CH3:13])[CH2:5]2.[CH3:15][C:16]1([CH3:32])[C:20]([CH3:22])([CH3:21])[O:19][B:18]([B:18]2[O:19][C:20]([CH3:22])([CH3:21])[C:16]([CH3:32])([CH3:15])[O:17]2)[O:17]1. (3) Given the product [Cl:19][C:4]1[C:3]([CH2:2][NH:1][C:21]2[N:26]=[C:25]([NH:27][C:28]3[CH:32]=[C:31]([CH:33]4[CH2:35][CH2:34]4)[NH:30][N:29]=3)[CH:24]=[C:23]([CH3:36])[N:22]=2)=[CH:11][CH:10]=[C:9]2[C:5]=1[CH:6]=[CH:7][NH:8]2, predict the reactants needed to synthesize it. The reactants are: [NH2:1][CH2:2][C:3]1[C:4]([Cl:19])=[C:5]2[C:9](=[CH:10][CH:11]=1)[N:8](C(OC(C)(C)C)=O)[CH:7]=[CH:6]2.Cl[C:21]1[N:26]=[C:25]([NH:27][C:28]2[CH:32]=[C:31]([CH:33]3[CH2:35][CH2:34]3)[NH:30][N:29]=2)[CH:24]=[CH:23][N:22]=1.[C:36](O)(=O)CCCCC(O)=O.N1C2C(=CC(C(N)C)=CC=2)C=C1.